This data is from Forward reaction prediction with 1.9M reactions from USPTO patents (1976-2016). The task is: Predict the product of the given reaction. Given the reactants Cl[CH2:2][C:3]1[N:4]=[C:5]2[N:10]=[CH:9][C:8]([C:11]3[CH:16]=[CH:15][C:14]([Cl:17])=[CH:13][C:12]=3[CH3:18])=[N:7][N:6]2[CH:19]=1.[OH:20][C:21]1[CH:26]=[CH:25][CH:24]=[CH:23][N:22]=1, predict the reaction product. The product is: [Cl:17][C:14]1[CH:15]=[CH:16][C:11]([C:8]2[CH:9]=[N:10][C:5]3[N:6]([CH:19]=[C:3]([CH2:2][O:20][C:21]4[CH:26]=[CH:25][CH:24]=[CH:23][N:22]=4)[N:4]=3)[N:7]=2)=[C:12]([CH3:18])[CH:13]=1.